Dataset: Full USPTO retrosynthesis dataset with 1.9M reactions from patents (1976-2016). Task: Predict the reactants needed to synthesize the given product. (1) Given the product [NH2:12][C:7]1[CH:8]=[CH:9][CH:10]=[C:11]2[C:6]=1[CH2:5][C:4](=[O:15])[CH2:3][N:2]2[CH3:1], predict the reactants needed to synthesize it. The reactants are: [CH3:1][N:2]1[C:11]2[C:6](=[C:7]([N+:12]([O-])=O)[CH:8]=[CH:9][CH:10]=2)[CH2:5][C:4](=[O:15])[CH2:3]1. (2) Given the product [CH3:6][C:7]1[CH:12]=[C:11]([N+:13]([O-:15])=[O:14])[CH:10]=[CH:9][C:8]=1[N:16]=[C:17]1[NH:5][CH2:4][CH2:3][S:18]1, predict the reactants needed to synthesize it. The reactants are: [Cl-].Cl[CH2:3][CH2:4][NH3+:5].[CH3:6][C:7]1[CH:12]=[C:11]([N+:13]([O-:15])=[O:14])[CH:10]=[CH:9][C:8]=1[N:16]=[C:17]=[S:18]. (3) Given the product [CH2:1]([N:8]1[C:12]([NH:13][C:18]2[CH:17]=[CH:16][C:15]([Cl:14])=[CH:22][C:19]=2[C:20]#[N:21])=[CH:11][N:10]=[N:9]1)[C:2]1[CH:7]=[CH:6][CH:5]=[CH:4][CH:3]=1, predict the reactants needed to synthesize it. The reactants are: [CH2:1]([N:8]1[C:12]([NH2:13])=[CH:11][N:10]=[N:9]1)[C:2]1[CH:7]=[CH:6][CH:5]=[CH:4][CH:3]=1.[Cl:14][C:15]1[CH:16]=[CH:17][C:18](F)=[C:19]([CH:22]=1)[C:20]#[N:21].[Li+].C[Si]([N-][Si](C)(C)C)(C)C. (4) Given the product [CH:1]([O:4][C:5](=[O:41])[C@@H:6]([N:8]=[P:9]([O:11][C:12]1[C:21]2[C:16](=[CH:17][CH:18]=[CH:19][CH:20]=2)[CH:15]=[CH:14][C:13]=1[O:22][CH2:23][C@:24]1([F:40])[C@@H:28]([O:29][C:42](=[O:45])[CH2:43][CH3:44])[C@:27]([F:31])([CH3:30])[C@H:26]([N:32]2[CH:37]=[CH:36][C:35](=[O:38])[NH:34][C:33]2=[O:39])[O:25]1)=[O:10])[CH3:7])([CH3:2])[CH3:3], predict the reactants needed to synthesize it. The reactants are: [CH:1]([O:4][C:5](=[O:41])[C@@H:6]([N:8]=[P:9]([O:11][C:12]1[C:21]2[C:16](=[CH:17][CH:18]=[CH:19][CH:20]=2)[CH:15]=[CH:14][C:13]=1[O:22][CH2:23][C@:24]1([F:40])[C@@H:28]([OH:29])[C@:27]([F:31])([CH3:30])[C@H:26]([N:32]2[CH:37]=[CH:36][C:35](=[O:38])[NH:34][C:33]2=[O:39])[O:25]1)=[O:10])[CH3:7])([CH3:3])[CH3:2].[C:42](Cl)(=[O:45])[CH2:43][CH3:44]. (5) Given the product [Br:1][C:2]1[C:3]([F:9])=[CH:4][C:5]([Cl:8])=[C:6]([S:10]([OH:13])(=[O:12])=[O:11])[CH:7]=1, predict the reactants needed to synthesize it. The reactants are: [Br:1][C:2]1[CH:7]=[CH:6][C:5]([Cl:8])=[CH:4][C:3]=1[F:9].[S:10](=O)(=[O:13])([OH:12])[OH:11].